Predict the reactants needed to synthesize the given product. From a dataset of Full USPTO retrosynthesis dataset with 1.9M reactions from patents (1976-2016). (1) The reactants are: [S-2:1].[Na+].[Na+].C([O-])(=O)C.[Na+].Cl[C:10]1[CH:15]=[CH:14][C:13](Cl)=[CH:12][CH:11]=1.Cl[C:18]1[CH:23]=[CH:22][CH:21]=[C:20](Cl)[CH:19]=1. Given the product [C:10]12[S:1][C:12](=[CH:13][CH:14]=[CH:15]1)[CH:11]=2.[C:18]12[S:1][C:21]([CH:22]=[CH:23]1)=[CH:20][CH:19]=2, predict the reactants needed to synthesize it. (2) Given the product [Br:1][C:2]1[C:3]([CH:10]=[O:11])=[N:4][C:5]([S:8][CH3:9])=[N:6][CH:7]=1, predict the reactants needed to synthesize it. The reactants are: [Br:1][C:2]1[C:3]([C:10](N(OC)C)=[O:11])=[N:4][C:5]([S:8][CH3:9])=[N:6][CH:7]=1.[H-].[Al+3].[Li+].[H-].[H-].[H-].O.[OH-].[Na+]. (3) Given the product [F:1][C:2]1[CH:7]=[C:6]([NH:8][CH2:21][C:22]2[CH:23]=[C:24]([C:29]3[C:30]([CH3:47])=[CH:31][C:32]([O:36][CH2:37][C:38]4([OH:46])[CH2:39][CH2:40][S:41](=[O:44])(=[O:45])[CH2:42][CH2:43]4)=[CH:33][C:34]=3[CH3:35])[C:25]([CH3:28])=[CH:26][CH:27]=2)[CH:5]=[CH:4][C:3]=1[CH2:48][CH2:49][C:50]([O:52][CH2:53][CH3:54])=[O:51], predict the reactants needed to synthesize it. The reactants are: [F:1][C:2]1[CH:7]=[C:6]([N:8]([CH2:21][C:22]2[CH:23]=[C:24]([C:29]3[C:34]([CH3:35])=[CH:33][C:32]([O:36][CH2:37][C:38]4([OH:46])[CH2:43][CH2:42][S:41](=[O:45])(=[O:44])[CH2:40][CH2:39]4)=[CH:31][C:30]=3[CH3:47])[C:25]([CH3:28])=[CH:26][CH:27]=2)S(C2C=CC=CC=2[N+]([O-])=O)(=O)=O)[CH:5]=[CH:4][C:3]=1[CH2:48][CH2:49][C:50]([O:52][CH2:53][CH3:54])=[O:51].SCC(O)=O.O.[OH-].[Li+]. (4) Given the product [Br:1][C:2]1[CH:7]=[CH:6][C:5]([C:8]2([F:19])[CH2:11][CH2:10][CH2:9]2)=[CH:4][CH:3]=1, predict the reactants needed to synthesize it. The reactants are: [Br:1][C:2]1[CH:7]=[CH:6][C:5]([C:8]2(O)[CH2:11][CH2:10][CH2:9]2)=[CH:4][CH:3]=1.C(N(S(F)(F)[F:19])CC)C.